Dataset: Forward reaction prediction with 1.9M reactions from USPTO patents (1976-2016). Task: Predict the product of the given reaction. Given the reactants [C:1]([O:5][C:6]([N:8]([C:13]1[CH:14]=[C:15]([C:21]2[CH:22]=[C:23]3[C:32](I)=[CH:31][N:30]([C:34]([O:36][C:37]([CH3:40])([CH3:39])[CH3:38])=[O:35])[C:24]3=[N:25][C:26]=2[CH:27]2[CH2:29][CH2:28]2)[CH:16]=[CH:17][C:18]=1[O:19][CH3:20])[S:9]([CH3:12])(=[O:11])=[O:10])=[O:7])([CH3:4])([CH3:3])[CH3:2].[F:41][C:42]1[CH:43]=[C:44]([CH:62]=[CH:63][CH:64]=1)[CH2:45][N:46]1[C:50]([CH3:51])=[C:49](B2OC(C)(C)C(C)(C)O2)[C:48]([CH3:61])=[N:47]1.C(=O)([O-])[O-].[Na+].[Na+], predict the reaction product. The product is: [C:1]([O:5][C:6]([N:8]([C:13]1[CH:14]=[C:15]([C:21]2[CH:22]=[C:23]3[C:32]([C:49]4[C:48]([CH3:61])=[N:47][N:46]([CH2:45][C:44]5[CH:62]=[CH:63][CH:64]=[C:42]([F:41])[CH:43]=5)[C:50]=4[CH3:51])=[CH:31][N:30]([C:34]([O:36][C:37]([CH3:40])([CH3:39])[CH3:38])=[O:35])[C:24]3=[N:25][C:26]=2[CH:27]2[CH2:29][CH2:28]2)[CH:16]=[CH:17][C:18]=1[O:19][CH3:20])[S:9]([CH3:12])(=[O:11])=[O:10])=[O:7])([CH3:4])([CH3:3])[CH3:2].